Dataset: Forward reaction prediction with 1.9M reactions from USPTO patents (1976-2016). Task: Predict the product of the given reaction. Given the reactants [CH2:1]([O:8][C:9]([CH:12]1[O:25][CH2:24][C:23]2[C:22]3[C:21]([CH3:26])=[CH:20][CH:19]=[CH:18][C:17]=3[C:16](=O)[O:15][C:14]=2[CH2:13]1)([CH3:11])[CH3:10])[C:2]1[CH:7]=[CH:6][CH:5]=[CH:4][CH:3]=1.CO.[NH3:30], predict the reaction product. The product is: [CH2:1]([O:8][C:9]([CH:12]1[O:25][CH2:24][C:23]2[C:22]3[C:21]([CH3:26])=[CH:20][CH:19]=[CH:18][C:17]=3[C:16](=[O:15])[NH:30][C:14]=2[CH2:13]1)([CH3:11])[CH3:10])[C:2]1[CH:7]=[CH:6][CH:5]=[CH:4][CH:3]=1.